The task is: Predict the reaction yield, written as a fraction of the theoretical maximum amount of product (1.0 means a 100% yield; for example, 0.34 means a 34% yield).. This data is from Reaction yield outcomes from USPTO patents with 853,638 reactions. (1) The catalyst is C(Cl)Cl. The yield is 0.492. The product is [Br:1][C:2]1[CH:3]=[CH:4][C:5]([Cl:10])=[C:6]([CH:7]=1)[CH2:8][NH:9][C:11](=[O:14])[O:12][CH3:13]. The reactants are [Br:1][C:2]1[CH:3]=[CH:4][C:5]([Cl:10])=[C:6]([CH2:8][NH2:9])[CH:7]=1.[C:11](Cl)(=[O:14])[O:12][CH3:13]. (2) The reactants are [Br:1][C:2]1[CH:10]=[CH:9][C:8]([S:11]([CH2:14][CH3:15])(=[O:13])=[O:12])=[CH:7][C:3]=1[C:4](O)=[O:5].C(N1C=CN=C1)([N:18]1C=CN=C1)=O.N.C(Cl)Cl. The catalyst is C1COCC1. The product is [Br:1][C:2]1[CH:10]=[CH:9][C:8]([S:11]([CH2:14][CH3:15])(=[O:13])=[O:12])=[CH:7][C:3]=1[C:4]([NH2:18])=[O:5]. The yield is 0.280. (3) The reactants are [CH:1]1([C:6]2[CH:7]=[N:8][N:9]([CH2:11][CH2:12][C@@:13]([CH3:21])([S:17]([CH3:20])(=[O:19])=[O:18])[C:14]([OH:16])=O)[CH:10]=2)[CH2:5][CH2:4][CH2:3][CH2:2]1.CN1CCOCC1.[O:29]1[CH2:34][CH2:33][CH2:32][CH2:31][CH:30]1[O:35][NH2:36]. The catalyst is O. The product is [CH:1]1([C:6]2[CH:7]=[N:8][N:9]([CH2:11][CH2:12][C@@:13]([CH3:21])([S:17]([CH3:20])(=[O:19])=[O:18])[C:14]([NH:36][O:35][CH:30]3[CH2:31][CH2:32][CH2:33][CH2:34][O:29]3)=[O:16])[CH:10]=2)[CH2:2][CH2:3][CH2:4][CH2:5]1. The yield is 0.760. (4) The reactants are [C:1]([O:5][C:6]([NH:8][C:9]1[S:17][C:16]2[C:11](=[N:12][CH:13]=[CH:14][C:15]=2[O:18][CH:19]([CH3:21])[CH3:20])[C:10]=1[C:22]([O:24]C)=[O:23])=[O:7])([CH3:4])([CH3:3])[CH3:2].[Li+].[OH-].C1COCC1.CO.O. No catalyst specified. The product is [C:1]([O:5][C:6]([NH:8][C:9]1[S:17][C:16]2[C:11](=[N:12][CH:13]=[CH:14][C:15]=2[O:18][CH:19]([CH3:20])[CH3:21])[C:10]=1[C:22]([OH:24])=[O:23])=[O:7])([CH3:2])([CH3:4])[CH3:3]. The yield is 0.380. (5) The reactants are C([O:5][C:6]1[CH:14]=[CH:13][C:12]2[N:8]([C:9]([C:33](=[O:38])[C:34]([CH3:37])([CH3:36])[CH3:35])=[C:10]([CH2:24][C:25]([CH3:32])([CH3:31])[C:26]([O:28][CH2:29][CH3:30])=[O:27])[C:11]=2[C:15]([C:17]2[CH:22]=[CH:21][C:20]([Cl:23])=[CH:19][CH:18]=2)=[O:16])[CH:7]=1)(C)(C)C.[Cl-].[Al+3].[Cl-].[Cl-].[C@H](O)(C([O-])=O)[C@@H](O)C([O-])=O.[Na+].[K+]. The catalyst is C(Cl)Cl. The product is [Cl:23][C:20]1[CH:19]=[CH:18][C:17]([C:15]([C:11]2[C:10]([CH2:24][C:25]([CH3:31])([CH3:32])[C:26]([O:28][CH2:29][CH3:30])=[O:27])=[C:9]([C:33](=[O:38])[C:34]([CH3:36])([CH3:37])[CH3:35])[N:8]3[C:12]=2[CH:13]=[CH:14][C:6]([OH:5])=[CH:7]3)=[O:16])=[CH:22][CH:21]=1. The yield is 0.220. (6) The reactants are [NH2:1][CH:2]1[CH2:11][C:10]2[C:9]([C:12]([NH2:14])=[O:13])=[CH:8][CH:7]=[CH:6][C:5]=2[O:4][CH2:3]1.[F:15][C:16]1[CH:17]=[C:18]2[C:22](=[CH:23][CH:24]=1)[NH:21][CH:20]=[C:19]2[CH2:25][CH2:26][CH:27]=O.C([BH3-])#N.[Na+].N. The catalyst is CO.CCCCCC.C(OCC)(=O)C.C(O)(=O)C. The product is [F:15][C:16]1[CH:17]=[C:18]2[C:22](=[CH:23][CH:24]=1)[NH:21][CH:20]=[C:19]2[CH2:25][CH2:26][CH2:27][NH:1][CH:2]1[CH2:11][C:10]2[C:9]([C:12]([NH2:14])=[O:13])=[CH:8][CH:7]=[CH:6][C:5]=2[O:4][CH2:3]1. The yield is 0.420. (7) The reactants are C([O:5][C:6]([C:8]1[CH:31]=[CH:30][C:11]([O:12][C:13]2[C:22]([Cl:23])=[C:21]3[C:16]([CH:17]([C:24]([O:26][CH2:27][CH3:28])=[O:25])[CH2:18][CH2:19][O:20]3)=[CH:15][C:14]=2[Cl:29])=[CH:10][CH:9]=1)=[O:7])(C)(C)C.FC(F)(F)C(O)=O. The catalyst is C(Cl)Cl. The product is [Cl:29][C:14]1[CH:15]=[C:16]2[C:21](=[C:22]([Cl:23])[C:13]=1[O:12][C:11]1[CH:30]=[CH:31][C:8]([C:6]([OH:7])=[O:5])=[CH:9][CH:10]=1)[O:20][CH2:19][CH2:18][CH:17]2[C:24]([O:26][CH2:27][CH3:28])=[O:25]. The yield is 0.909. (8) The reactants are [Br:1][C:2]1([Br:9])[CH2:4][C:3]1([Br:8])[CH2:5][CH2:6][OH:7].N1C=CC=CC=1.[C:16]1([S:22](Cl)(=[O:24])=[O:23])[CH:21]=[CH:20][CH:19]=[CH:18][CH:17]=1.O. The catalyst is C(Cl)Cl. The product is [Br:1][C:2]1([Br:9])[CH2:4][C:3]1([Br:8])[CH2:5][CH2:6][O:7][S:22]([C:16]1[CH:21]=[CH:20][CH:19]=[CH:18][CH:17]=1)(=[O:24])=[O:23]. The yield is 0.800. (9) The reactants are [Br:1]N1C(=O)CCC1=O.O[CH2:10][C:11]1[CH:12]=[C:13]([C:21]2[CH:26]=[CH:25][C:24]([C:27]#[N:28])=[CH:23][CH:22]=2)[CH:14]=[C:15]([C:17]([F:20])([F:19])[F:18])[CH:16]=1.C1(P(C2C=CC=CC=2)C2C=CC=CC=2)C=CC=CC=1. The catalyst is C1COCC1. The product is [Br:1][CH2:10][C:11]1[CH:12]=[C:13]([C:21]2[CH:26]=[CH:25][C:24]([C:27]#[N:28])=[CH:23][CH:22]=2)[CH:14]=[C:15]([C:17]([F:20])([F:19])[F:18])[CH:16]=1. The yield is 0.640. (10) The reactants are [CH3:1][C:2]1[CH:7]=[CH:6][C:5]([S:8][C:9]2[CH:10]=[C:11]([NH:15][C:16](=[O:18])[CH3:17])[CH:12]=[CH:13][CH:14]=2)=[C:4]([N+:19]([O-])=O)[CH:3]=1.Cl[Sn]Cl. No catalyst specified. The product is [NH2:19][C:4]1[CH:3]=[C:2]([CH3:1])[CH:7]=[CH:6][C:5]=1[S:8][C:9]1[CH:10]=[C:11]([NH:15][C:16](=[O:18])[CH3:17])[CH:12]=[CH:13][CH:14]=1. The yield is 0.200.